From a dataset of Reaction yield outcomes from USPTO patents with 853,638 reactions. Predict the reaction yield, written as a fraction of the theoretical maximum amount of product (1.0 means a 100% yield; for example, 0.34 means a 34% yield). (1) The reactants are [CH2:1]([O:8][C:9]1[C:10]([F:27])=[C:11]([F:26])[C:12]([NH:18][C:19]2[CH:24]=[CH:23][CH:22]=[CH:21][C:20]=2[F:25])=[C:13]([CH:17]=1)[C:14]([OH:16])=[O:15])[C:2]1[CH:7]=[CH:6][CH:5]=[CH:4][CH:3]=1.C(=O)(O)[O-].[K+].[CH2:33](Br)[C:34]1[CH:39]=[CH:38][CH:37]=[CH:36][CH:35]=1.O. The catalyst is CN(C=O)C. The product is [CH2:1]([O:8][C:9]1[C:10]([F:27])=[C:11]([F:26])[C:12]([NH:18][C:19]2[CH:24]=[CH:23][CH:22]=[CH:21][C:20]=2[F:25])=[C:13]([CH:17]=1)[C:14]([O:16][CH2:33][C:34]1[CH:39]=[CH:38][CH:37]=[CH:36][CH:35]=1)=[O:15])[C:2]1[CH:3]=[CH:4][CH:5]=[CH:6][CH:7]=1. The yield is 0.900. (2) The reactants are CC(C[AlH]CC(C)C)C.[CH3:10][O:11][C@@H:12]1[O:17][C@@H:16]([CH2:18][CH2:19]/[CH:20]=[CH:21]\[C@@H:22]([C@@H:24]2[C@@H:29]([CH3:30])[CH2:28][O:27][CH:26]([C:31]3[CH:36]=[CH:35][C:34]([O:37][CH3:38])=[CH:33][CH:32]=3)[O:25]2)[CH3:23])[C@H:15]([CH3:39])[C@H:14]([O:40][CH2:41][O:42][CH3:43])[C@H:13]1[CH3:44].CC(OI1(OC(C)=O)(OC(C)=O)OC(=O)C2C=CC=CC1=2)=O. The catalyst is C(Cl)Cl. The product is [CH3:38][O:37][C:34]1[CH:33]=[CH:32][C:31]([CH2:26][O:25][C@@H:24]([C@@H:22]([CH3:23])/[CH:21]=[CH:20]\[CH2:19][CH2:18][C@H:16]2[C@H:15]([CH3:39])[C@H:14]([O:40][CH2:41][O:42][CH3:43])[C@@H:13]([CH3:44])[C@H:12]([O:11][CH3:10])[O:17]2)[C@@H:29]([CH3:30])[CH:28]=[O:27])=[CH:36][CH:35]=1. The yield is 0.810. (3) The reactants are [F:1][C:2]1[CH:7]=[CH:6][CH:5]=[CH:4][C:3]=1[N:8]1[C:12]([CH2:13][O:14][C:15]2[CH:23]=[CH:22][C:18]([C:19]([OH:21])=O)=[CH:17][N:16]=2)=[C:11]([CH3:24])[N:10]=[N:9]1.[CH:25]1([CH2:28][NH2:29])[CH2:27][CH2:26]1. No catalyst specified. The product is [CH:25]1([CH2:28][NH:29][C:19](=[O:21])[C:18]2[CH:22]=[CH:23][C:15]([O:14][CH2:13][C:12]3[N:8]([C:3]4[CH:4]=[CH:5][CH:6]=[CH:7][C:2]=4[F:1])[N:9]=[N:10][C:11]=3[CH3:24])=[N:16][CH:17]=2)[CH2:27][CH2:26]1. The yield is 0.600.